Dataset: NCI-60 drug combinations with 297,098 pairs across 59 cell lines. Task: Regression. Given two drug SMILES strings and cell line genomic features, predict the synergy score measuring deviation from expected non-interaction effect. (1) Drug 1: CS(=O)(=O)C1=CC(=C(C=C1)C(=O)NC2=CC(=C(C=C2)Cl)C3=CC=CC=N3)Cl. Drug 2: C1CCC(C(C1)N)N.C(=O)(C(=O)[O-])[O-].[Pt+4]. Cell line: UACC62. Synergy scores: CSS=11.7, Synergy_ZIP=-2.70, Synergy_Bliss=1.81, Synergy_Loewe=-18.3, Synergy_HSA=1.24. (2) Drug 1: C1CC(=O)NC(=O)C1N2CC3=C(C2=O)C=CC=C3N. Drug 2: C1CN1P(=S)(N2CC2)N3CC3. Cell line: U251. Synergy scores: CSS=23.1, Synergy_ZIP=-8.74, Synergy_Bliss=-1.12, Synergy_Loewe=-5.65, Synergy_HSA=1.58. (3) Drug 1: CNC(=O)C1=NC=CC(=C1)OC2=CC=C(C=C2)NC(=O)NC3=CC(=C(C=C3)Cl)C(F)(F)F. Drug 2: CC1=C(C(=O)C2=C(C1=O)N3CC4C(C3(C2COC(=O)N)OC)N4)N. Cell line: M14. Synergy scores: CSS=53.8, Synergy_ZIP=-2.59, Synergy_Bliss=-4.12, Synergy_Loewe=-35.5, Synergy_HSA=2.00.